This data is from Forward reaction prediction with 1.9M reactions from USPTO patents (1976-2016). The task is: Predict the product of the given reaction. (1) Given the reactants [Cl:1][C:2]1[N:9]=[C:8]([NH:10][C:11]2[CH:15]=[C:14]([CH3:16])[NH:13][N:12]=2)[CH:7]=[C:6]([C:17]2[CH:22]=[CH:21][C:20]([O:23][CH3:24])=[CH:19][CH:18]=2)[C:3]=1[C:4]#[N:5].[Cl:25][C:26]1[CH:35]=[CH:34][CH:33]=[CH:32][C:27]=1[O:28][CH2:29][CH2:30][NH2:31].C(=O)([O-])O.[Na+].CS(C)=O, predict the reaction product. The product is: [ClH:1].[Cl:25][C:26]1[CH:35]=[CH:34][CH:33]=[CH:32][C:27]=1[O:28][CH2:29][CH2:30][NH:31][C:2]1[N:9]=[C:8]([NH:10][C:11]2[CH:15]=[C:14]([CH3:16])[NH:13][N:12]=2)[CH:7]=[C:6]([C:17]2[CH:22]=[CH:21][C:20]([O:23][CH3:24])=[CH:19][CH:18]=2)[C:3]=1[C:4]#[N:5]. (2) Given the reactants [ClH:1].CO[C:4](=[O:20])[C@H:5]([CH2:7][C:8]1[C:16]2[C:11](=[CH:12][CH:13]=[C:14]([N+:17]([O-:19])=[O:18])[CH:15]=2)[NH:10][CH:9]=1)[NH2:6].[NH2:21][NH-], predict the reaction product. The product is: [ClH:1].[N+:17]([C:14]1[CH:15]=[C:16]2[C:11]([NH:10][CH:9]=[C:8]2[CH2:7][C@@H:5]([C:4]([NH2:21])=[O:20])[NH2:6])=[CH:12][CH:13]=1)([O-:19])=[O:18]. (3) Given the reactants Cl.Cl.[C:3]([C:7]1[CH:12]=[CH:11][CH:10]=[CH:9][C:8]=1[N:13]1[CH2:18][CH2:17][NH:16][CH2:15][CH2:14]1)([CH3:6])([CH3:5])[CH3:4].[Cl:19][C:20]1[N:25]=[CH:24][C:23]([C:26](Cl)=[O:27])=[CH:22][CH:21]=1.C(N(CC)CC)C.O1CCCC1, predict the reaction product. The product is: [C:3]([C:7]1[CH:12]=[CH:11][CH:10]=[CH:9][C:8]=1[N:13]1[CH2:18][CH2:17][N:16]([C:26]([C:23]2[CH:24]=[N:25][C:20]([Cl:19])=[CH:21][CH:22]=2)=[O:27])[CH2:15][CH2:14]1)([CH3:6])([CH3:4])[CH3:5].